From a dataset of Peptide-MHC class I binding affinity with 185,985 pairs from IEDB/IMGT. Regression. Given a peptide amino acid sequence and an MHC pseudo amino acid sequence, predict their binding affinity value. This is MHC class I binding data. The peptide sequence is FLFPDTRYV. The MHC is HLA-A02:06 with pseudo-sequence HLA-A02:06. The binding affinity (normalized) is 0.794.